This data is from Forward reaction prediction with 1.9M reactions from USPTO patents (1976-2016). The task is: Predict the product of the given reaction. (1) Given the reactants C([O:8][C:9]1[CH:10]=[C:11]([CH:26]=[CH:27][C:28]=1[N:29]1[CH2:33][C:32](=[O:34])[NH:31][S:30]1(=[O:36])=[O:35])[CH2:12][CH:13]1[NH:19][C:18](=[O:20])[C:17]2[CH:21]=[CH:22][CH:23]=[CH:24][C:16]=2[NH:15][C:14]1=[O:25])C1C=CC=CC=1, predict the reaction product. The product is: [OH:8][C:9]1[CH:10]=[C:11]([CH:26]=[CH:27][C:28]=1[N:29]1[CH2:33][C:32](=[O:34])[NH:31][S:30]1(=[O:36])=[O:35])[CH2:12][CH:13]1[NH:19][C:18](=[O:20])[C:17]2[CH:21]=[CH:22][CH:23]=[CH:24][C:16]=2[NH:15][C:14]1=[O:25]. (2) Given the reactants C(OC([NH:8][C@H:9]([C:63]1[CH:68]=[CH:67][CH:66]=[CH:65][CH:64]=1)[C:10]([N:12]1[CH2:16][C@@H:15]([CH2:17][O:18][CH3:19])[CH2:14][C@H:13]1[C:20]1[NH:24][C:23]2[C:25]3[C:30]([CH:31]=[CH:32][C:22]=2[N:21]=1)=[CH:29][C:28]([C:33]1[CH:34]=[C:35]2[C:60](=[CH:61][CH:62]=1)[C:39]1[NH:40][C:41]([C@@H:43]4[CH2:47][C@H:46]([CH3:48])[CH2:45][N:44]4[C:49](=[O:59])[C@@H:50]([NH:54][C:55](=[O:58])[O:56][CH3:57])[CH:51]([CH3:53])[CH3:52])=[N:42][C:38]=1[CH:37]=[CH:36]2)=[CH:27][CH:26]=3)=[O:11])=O)(C)(C)C.CN(C(ON1N=NC2C=CC=NC1=2)=[N+](C)C)C.F[P-](F)(F)(F)(F)F, predict the reaction product. The product is: [NH2:8][C@H:9]([C:63]1[CH:64]=[CH:65][CH:66]=[CH:67][CH:68]=1)[C:10]([N:12]1[CH2:16][C@@H:15]([CH2:17][O:18][CH3:19])[CH2:14][C@H:13]1[C:20]1[NH:24][C:23]2[C:25]3[C:30]([CH:31]=[CH:32][C:22]=2[N:21]=1)=[CH:29][C:28]([C:33]1[CH:34]=[C:35]2[C:60](=[CH:61][CH:62]=1)[C:39]1[NH:40][C:41]([C@@H:43]4[CH2:47][C@H:46]([CH3:48])[CH2:45][N:44]4[C:49](=[O:59])[C@@H:50]([NH:54][C:55](=[O:58])[O:56][CH3:57])[CH:51]([CH3:53])[CH3:52])=[N:42][C:38]=1[CH:37]=[CH:36]2)=[CH:27][CH:26]=3)=[O:11]. (3) Given the reactants [CH3:1][O:2][C:3](=[O:13])[CH2:4][O:5][CH2:6][C:7]1[CH:12]=[CH:11][CH:10]=[CH:9][CH:8]=1.[C:14](OC)(=[O:19])[C:15]([O:17][CH3:18])=[O:16].[Li+].CC([N-]C(C)C)C, predict the reaction product. The product is: [CH2:6]([O:5][CH:4]([C:14](=[O:19])[C:15]([O:17][CH3:18])=[O:16])[C:3]([O:2][CH3:1])=[O:13])[C:7]1[CH:12]=[CH:11][CH:10]=[CH:9][CH:8]=1. (4) Given the reactants [NH2:1][C@@H:2]([C@H:4]1[C@@H:8]2[C@@H:9]3[C@@:22]([CH3:25])([CH2:23][CH2:24][C@@:7]2([NH:40][CH2:41][CH2:42][N:43]2[CH2:48][CH2:47][S:46](=[O:50])(=[O:49])[CH2:45][CH2:44]2)[CH2:6][CH2:5]1)[C@@:21]1([CH3:26])[C@@H:12]([C@:13]2([CH3:39])[C@@H:18]([CH2:19][CH2:20]1)[C:17]([CH3:28])([CH3:27])[C:16]([C:29]1[CH:38]=[CH:37][C:32]([C:33]([O:35]C)=[O:34])=[CH:31][CH:30]=1)=[CH:15][CH2:14]2)[CH2:11][CH2:10]3)[CH3:3].[C:51]([OH:57])([C:53]([F:56])([F:55])[F:54])=[O:52].O.[OH-].[Li+].O1CCCC1, predict the reaction product. The product is: [NH2:1][CH:2]([C@H:4]1[C@@H:8]2[C@@H:9]3[C@@:22]([CH3:25])([CH2:23][CH2:24][C@@:7]2([NH:40][CH2:41][CH2:42][N:43]2[CH2:44][CH2:45][S:46](=[O:50])(=[O:49])[CH2:47][CH2:48]2)[CH2:6][CH2:5]1)[C@@:21]1([CH3:26])[C@@H:12]([C@:13]2([CH3:39])[C@@H:18]([CH2:19][CH2:20]1)[C:17]([CH3:27])([CH3:28])[C:16]([C:29]1[CH:30]=[CH:31][C:32]([C:33]([OH:35])=[O:34])=[CH:37][CH:38]=1)=[CH:15][CH2:14]2)[CH2:11][CH2:10]3)[CH3:3].[C:51]([OH:57])([C:53]([F:56])([F:55])[F:54])=[O:52]. (5) Given the reactants Br[C:2]1[CH:7]=[CH:6][C:5]([CH3:8])=[CH:4][N:3]=1.[C:9]([Si:11]([CH3:14])([CH3:13])[CH3:12])#[CH:10].C(N(CC)CC)C, predict the reaction product. The product is: [CH3:8][C:5]1[CH:6]=[CH:7][C:2]([C:10]#[C:9][Si:11]([CH3:14])([CH3:13])[CH3:12])=[N:3][CH:4]=1. (6) Given the reactants [O:1]=[C:2]1[CH2:8][CH:7]2[N:9]([C:10]([O:12][C:13]([CH3:16])([CH3:15])[CH3:14])=[O:11])[CH:4]([CH2:5][CH2:6]2)[CH2:3]1.C[Si]([Cl:21])(C)C.ClN1C(=O)C(=O)C(=O)N(Cl)N1Cl.C1(N(Cl)C(=O)N(Cl)C(=O)N1Cl)=O, predict the reaction product. The product is: [Cl:21][CH:8]1[C:2](=[O:1])[CH2:3][CH:4]2[N:9]([C:10]([O:12][C:13]([CH3:16])([CH3:15])[CH3:14])=[O:11])[CH:7]1[CH2:6][CH2:5]2. (7) Given the reactants F[C:2]1(F)[CH2:7][CH2:6][N:5]([C:8]([C:10]2[CH:15]=[CH:14][CH:13]=[C:12]([I:16])[CH:11]=2)=[O:9])[CH2:4]C1.IC1C=C(C=CC=1)C(O)=O.C1C2C(=CC=CC=2)CCN1, predict the reaction product. The product is: [I:16][C:12]1[CH:11]=[C:10]([C:8]([N:5]2[CH2:4][CH2:2][CH2:7][CH2:6]2)=[O:9])[CH:15]=[CH:14][CH:13]=1.